Dataset: Catalyst prediction with 721,799 reactions and 888 catalyst types from USPTO. Task: Predict which catalyst facilitates the given reaction. (1) Reactant: [N+:1]([C:4]1[CH:5]=[CH:6][C:7]([N:10]2[CH2:15][CH2:14][O:13][CH2:12][C:11]2=[O:16])=[N:8][CH:9]=1)([O-])=O. Product: [NH2:1][C:4]1[CH:5]=[CH:6][C:7]([N:10]2[CH2:15][CH2:14][O:13][CH2:12][C:11]2=[O:16])=[N:8][CH:9]=1. The catalyst class is: 19. (2) Reactant: [C:1]([O:4][CH:5]1[CH2:12][CH:11]2[CH:7]([CH2:8][CH:9]([NH:13][CH2:14][C:15]([N:17]3[CH2:21][CH2:20][CH2:19][CH:18]3[C:22]#[N:23])=[O:16])[CH2:10]2)[CH2:6]1)(=[O:3])[CH3:2].C(=O)([O-])[O-].[K+].[K+].[C:30](O[C:30]([O:32][C:33]([CH3:36])([CH3:35])[CH3:34])=[O:31])([O:32][C:33]([CH3:36])([CH3:35])[CH3:34])=[O:31].O. Product: [C:1]([O:4][CH:5]1[CH2:6][CH:7]2[CH:11]([CH2:10][CH:9]([N:13]([C:30]([O:32][C:33]([CH3:36])([CH3:35])[CH3:34])=[O:31])[CH2:14][C:15]([N:17]3[CH2:21][CH2:20][CH2:19][CH:18]3[C:22]#[N:23])=[O:16])[CH2:8]2)[CH2:12]1)(=[O:3])[CH3:2]. The catalyst class is: 4. (3) The catalyst class is: 4. Reactant: [F:1][C:2]([F:13])([F:12])[C:3]1[N:4]=[C:5]2[CH2:10][NH:9][CH2:8][CH2:7][N:6]2[CH:11]=1.CCN(C(C)C)C(C)C.[Cl:23][C:24]1[CH:32]=[C:31]([F:33])[CH:30]=[CH:29][C:25]=1[C:26](Cl)=[O:27]. Product: [Cl:23][C:24]1[CH:32]=[C:31]([F:33])[CH:30]=[CH:29][C:25]=1[C:26]([N:9]1[CH2:8][CH2:7][N:6]2[CH:11]=[C:3]([C:2]([F:12])([F:1])[F:13])[N:4]=[C:5]2[CH2:10]1)=[O:27]. (4) Reactant: [O:1]1[CH2:6][CH2:5][CH:4]([OH:7])[CH2:3][CH2:2]1.[H-].[Na+].[F:10][C:11]1[CH:12]=[C:13]([CH:16]=[C:17]([F:19])[CH:18]=1)[CH2:14]Br. Product: [F:10][C:11]1[CH:12]=[C:13]([CH:16]=[C:17]([F:19])[CH:18]=1)[CH2:14][O:7][CH:4]1[CH2:5][CH2:6][O:1][CH2:2][CH2:3]1. The catalyst class is: 3. (5) The catalyst class is: 23. Product: [Cl:2][C:3]1[CH:4]=[C:5]([C@@H:9]2[N:15]([C:37]([N:31]3[CH2:36][CH2:35][O:34][CH2:33][CH2:32]3)=[O:38])[CH2:14][C:13]3[CH:16]=[CH:17][C:18]([C:20]([O:22][CH3:23])=[O:21])=[CH:19][C:12]=3[O:11][CH2:10]2)[CH:6]=[CH:7][CH:8]=1. Reactant: Cl.[Cl:2][C:3]1[CH:4]=[C:5]([C@@H:9]2[NH:15][CH2:14][C:13]3[CH:16]=[CH:17][C:18]([C:20]([O:22][CH3:23])=[O:21])=[CH:19][C:12]=3[O:11][CH2:10]2)[CH:6]=[CH:7][CH:8]=1.CCN(CC)CC.[N:31]1([C:37](Cl)=[O:38])[CH2:36][CH2:35][O:34][CH2:33][CH2:32]1. (6) Reactant: [NH2:1][C@@H:2]1[CH2:8][CH:7]=[CH:6][C@@H:5]([C:9]2[CH:14]=[CH:13][CH:12]=[CH:11][CH:10]=2)[N:4]([CH:15]2[CH2:19][CH2:18][CH2:17][CH2:16]2)[C:3]1=[O:20].[F:21][C:22]1[CH:23]=[C:24]([CH2:29][C:30]([NH:32][C@H:33]([C:35](O)=[O:36])[CH3:34])=[O:31])[CH:25]=[C:26]([F:28])[CH:27]=1.C1C=CC2N(O)N=NC=2C=1.CCN=C=NCCCN(C)C.Cl.CN1CCOCC1. Product: [CH:15]1([N:4]2[C@H:5]([C:9]3[CH:10]=[CH:11][CH:12]=[CH:13][CH:14]=3)[CH:6]=[CH:7][CH2:8][C@@H:2]([NH:1][C:35](=[O:36])[C@H:33]([CH3:34])[NH:32][C:30](=[O:31])[CH2:29][C:24]3[CH:25]=[C:26]([F:28])[CH:27]=[C:22]([F:21])[CH:23]=3)[C:3]2=[O:20])[CH2:19][CH2:18][CH2:17][CH2:16]1. The catalyst class is: 2. (7) Reactant: O1[C:5]2([CH2:10][CH2:9][CH:8]([CH:11]([NH:14][C:15](=[O:18])[O:16][CH3:17])[CH2:12][CH3:13])[CH2:7][CH2:6]2)[O:4]CC1.Cl. Product: [O:4]=[C:5]1[CH2:10][CH2:9][CH:8]([CH:11]([NH:14][C:15](=[O:18])[O:16][CH3:17])[CH2:12][CH3:13])[CH2:7][CH2:6]1. The catalyst class is: 23. (8) Reactant: [CH3:1][O:2][C:3]1[CH:8]=[CH:7][C:6]([C:9]2[C:17]3[C:13](=[CH:14][N:15]([CH3:18])[N:16]=3)[CH:12]=[CH:11][CH:10]=2)=[C:5]([CH3:19])[CH:4]=1.[Li]CCCC.[CH3:25][O:26][CH2:27][C:28](=[O:33])[CH2:29][CH2:30][O:31][CH3:32]. Product: [CH3:25][O:26][CH2:27][C:28]([C:14]1[N:15]([CH3:18])[N:16]=[C:17]2[C:13]=1[CH:12]=[CH:11][CH:10]=[C:9]2[C:6]1[CH:7]=[CH:8][C:3]([O:2][CH3:1])=[CH:4][C:5]=1[CH3:19])([OH:33])[CH2:29][CH2:30][O:31][CH3:32]. The catalyst class is: 49.